Task: Predict hERG channel inhibition at various concentrations.. Dataset: hERG Central: cardiac toxicity at 1µM, 10µM, and general inhibition (1) The molecule is COc1cccc(NC(=O)CSc2nc3ccccc3c(=O)n2CCCC(=O)NCC2CCCO2)c1. Results: hERG_inhib (hERG inhibition (general)): blocker. (2) The drug is COc1ccc(OC)c(CN2CCN(CCc3ccccc3)C(CCO)C2)c1. Results: hERG_inhib (hERG inhibition (general)): blocker. (3) The compound is O=C(NCc1ccccc1)c1ccc(CN2CCC(Cc3ccccc3)CC2)cc1. Results: hERG_inhib (hERG inhibition (general)): blocker. (4) The molecule is COc1ccc(CN(C)CC(O)COc2ccc(-c3ccccc3)cc2)cc1OC. Results: hERG_inhib (hERG inhibition (general)): blocker. (5) The molecule is CN(CC(=O)Nc1ccccc1Br)C(=O)CN1CCN(Cc2ccc(Cl)cc2)CC1. Results: hERG_inhib (hERG inhibition (general)): blocker. (6) The molecule is Cc1cccc(OCC(=O)N(Cc2nnc(-c3ccccc3Cl)o2)C2CC2)c1. Results: hERG_inhib (hERG inhibition (general)): blocker. (7) The compound is O=C(Cn1ncc2c([nH]c3ccccc32)c1=O)Nc1ccc(CN2CCCCC2)cc1. Results: hERG_inhib (hERG inhibition (general)): blocker. (8) The drug is C/C(=N\N1CCN(Cc2ccc(Cl)cc2)CC1)c1ccc([N+](=O)[O-])cc1. Results: hERG_inhib (hERG inhibition (general)): blocker.